Dataset: Reaction yield outcomes from USPTO patents with 853,638 reactions. Task: Predict the reaction yield, written as a fraction of the theoretical maximum amount of product (1.0 means a 100% yield; for example, 0.34 means a 34% yield). (1) The reactants are C([N:8]1[CH2:13][CH2:12][CH:11]([N:14]2[CH2:20][CH2:19][CH2:18][C@H:17]([N:21]([CH2:28][C:29]3[CH:34]=[C:33]([C:35]([F:38])([F:37])[F:36])[CH:32]=[C:31]([C:39]([F:42])([F:41])[F:40])[CH:30]=3)[C:22]3[N:23]=[N:24][N:25]([CH3:27])[N:26]=3)[C:16]3[CH:43]=[C:44]([CH3:51])[C:45]([C:47]([F:50])([F:49])[F:48])=[CH:46][C:15]2=3)[CH2:10][CH2:9]1)C1C=CC=CC=1.[H][H]. The catalyst is [Pd].CO. The product is [F:38][C:35]([F:36])([F:37])[C:33]1[CH:34]=[C:29]([CH:30]=[C:31]([C:39]([F:40])([F:41])[F:42])[CH:32]=1)[CH2:28][N:21]([C@H:17]1[CH2:18][CH2:19][CH2:20][N:14]([CH:11]2[CH2:12][CH2:13][NH:8][CH2:9][CH2:10]2)[C:15]2[CH:46]=[C:45]([C:47]([F:48])([F:49])[F:50])[C:44]([CH3:51])=[CH:43][C:16]1=2)[C:22]1[N:23]=[N:24][N:25]([CH3:27])[N:26]=1. The yield is 0.480. (2) The reactants are [O:1]=[S:2]1(=[O:18])[C:7]2[CH:8]=[C:9]([NH:12][S:13]([CH3:16])(=[O:15])=[O:14])[CH:10]=[CH:11][C:6]=2[NH:5]C(=O)[NH:3]1. The catalyst is Cl.O. The product is [NH2:5][C:6]1[CH:11]=[CH:10][C:9]([NH:12][S:13]([CH3:16])(=[O:14])=[O:15])=[CH:8][C:7]=1[S:2]([NH2:3])(=[O:1])=[O:18]. The yield is 0.450. (3) The reactants are [CH2:1]([O:3][C:4]([C:6]1[NH:7][C:8]([CH:18]=O)=[C:9]([CH2:12][CH2:13][C:14]([O:16][CH3:17])=[O:15])[C:10]=1[CH3:11])=[O:5])[CH3:2].[NH:20]1[C:28]2[C:23](=[CH:24][CH:25]=[CH:26][CH:27]=2)[CH2:22][C:21]1=[O:29]. The catalyst is N1CCCCC1.C(O)C. The product is [CH2:1]([O:3][C:4]([C:6]1[NH:7][C:8]([CH:18]=[C:22]2[C:23]3[C:28](=[CH:27][CH:26]=[CH:25][CH:24]=3)[NH:20][C:21]2=[O:29])=[C:9]([CH2:12][CH2:13][C:14]([O:16][CH3:17])=[O:15])[C:10]=1[CH3:11])=[O:5])[CH3:2]. The yield is 0.750. (4) The reactants are [C:1]([C:5]1[CH:9]=[C:8]([C:10]([O:12][CH2:13][CH3:14])=[O:11])[N:7]([CH2:15][C:16]([OH:18])=O)[N:6]=1)([CH3:4])([CH3:3])[CH3:2].C(Cl)CCl.C1C=CC2N(O)N=NC=2C=1.[NH:33]1[CH2:38][CH2:37][O:36][CH2:35][CH2:34]1.Cl. The catalyst is CN(C=O)C.O. The product is [C:1]([C:5]1[CH:9]=[C:8]([C:10]([O:12][CH2:13][CH3:14])=[O:11])[N:7]([CH2:15][C:16]([N:33]2[CH2:38][CH2:37][O:36][CH2:35][CH2:34]2)=[O:18])[N:6]=1)([CH3:2])([CH3:3])[CH3:4]. The yield is 0.690.